Dataset: Reaction yield outcomes from USPTO patents with 853,638 reactions. Task: Predict the reaction yield, written as a fraction of the theoretical maximum amount of product (1.0 means a 100% yield; for example, 0.34 means a 34% yield). The reactants are [Br:1][C:2]1[CH:3]=[C:4]([C:10]2[S:14][C:13]([NH:15][CH:16]([CH3:18])[CH3:17])=[N:12][CH:11]=2)[CH:5]=[N:6][C:7]=1[O:8]C.Cl.[OH-].[Na+]. The catalyst is C1COCC1. The product is [Br:1][C:2]1[C:7](=[O:8])[NH:6][CH:5]=[C:4]([C:10]2[S:14][C:13]([NH:15][CH:16]([CH3:17])[CH3:18])=[N:12][CH:11]=2)[CH:3]=1. The yield is 0.960.